Dataset: hERG potassium channel inhibition data for cardiac toxicity prediction from Karim et al.. Task: Regression/Classification. Given a drug SMILES string, predict its toxicity properties. Task type varies by dataset: regression for continuous values (e.g., LD50, hERG inhibition percentage) or binary classification for toxic/non-toxic outcomes (e.g., AMES mutagenicity, cardiotoxicity, hepatotoxicity). Dataset: herg_karim. (1) The compound is O=C(NC1CCN(Cc2ccc3[nH]ccc3c2)CC1)c1cc(=O)c2ccc(F)cc2o1. The result is 1 (blocker). (2) The drug is CC(NC(=O)CC1CCN(Cc2ccn(-c3ccc(C(F)(F)F)cc3)c2)CC1)c1ccc(=O)[nH]c1. The result is 0 (non-blocker). (3) The result is 0 (non-blocker). The drug is CNCC[C@@H](Oc1cc(Cl)ccc1C#N)c1ccccc1. (4) The drug is c1ccc(-c2ccc(OCCCN3CCCCC3)cc2)cc1. The result is 1 (blocker). (5) The compound is OC1CCN(Cc2csc(-c3cn(CC4CCOCC4)c4c(Cl)cccc34)n2)CC1. The result is 1 (blocker). (6) The drug is COCCCc1cc(CN(C(=O)C2CNCCC2c2ccn(C)c(=O)c2)C2CC2)c2ncccc2c1. The result is 0 (non-blocker).